This data is from NCI-60 drug combinations with 297,098 pairs across 59 cell lines. The task is: Regression. Given two drug SMILES strings and cell line genomic features, predict the synergy score measuring deviation from expected non-interaction effect. (1) Drug 1: CC1C(C(CC(O1)OC2CC(CC3=C2C(=C4C(=C3O)C(=O)C5=C(C4=O)C(=CC=C5)OC)O)(C(=O)C)O)N)O.Cl. Drug 2: C1=CC(=CC=C1CCCC(=O)O)N(CCCl)CCCl. Cell line: SF-539. Synergy scores: CSS=28.8, Synergy_ZIP=-15.5, Synergy_Bliss=-6.65, Synergy_Loewe=-6.55, Synergy_HSA=-3.55. (2) Drug 2: C1=NC2=C(N1)C(=S)N=CN2. Drug 1: C#CCC(CC1=CN=C2C(=N1)C(=NC(=N2)N)N)C3=CC=C(C=C3)C(=O)NC(CCC(=O)O)C(=O)O. Synergy scores: CSS=34.7, Synergy_ZIP=-1.67, Synergy_Bliss=0.314, Synergy_Loewe=2.02, Synergy_HSA=2.77. Cell line: RPMI-8226. (3) Drug 1: C1CCC(C1)C(CC#N)N2C=C(C=N2)C3=C4C=CNC4=NC=N3. Drug 2: CC1=C(C=C(C=C1)C(=O)NC2=CC(=CC(=C2)C(F)(F)F)N3C=C(N=C3)C)NC4=NC=CC(=N4)C5=CN=CC=C5. Cell line: HCT-15. Synergy scores: CSS=-10.8, Synergy_ZIP=10.2, Synergy_Bliss=-9.06, Synergy_Loewe=-12.7, Synergy_HSA=-12.7. (4) Drug 1: CC1C(C(CC(O1)OC2CC(CC3=C2C(=C4C(=C3O)C(=O)C5=C(C4=O)C(=CC=C5)OC)O)(C(=O)CO)O)N)O.Cl. Drug 2: C1CC(=O)NC(=O)C1N2C(=O)C3=CC=CC=C3C2=O. Cell line: SNB-19. Synergy scores: CSS=4.82, Synergy_ZIP=0.330, Synergy_Bliss=5.40, Synergy_Loewe=-4.74, Synergy_HSA=3.55. (5) Drug 1: CCCCCOC(=O)NC1=NC(=O)N(C=C1F)C2C(C(C(O2)C)O)O. Cell line: BT-549. Synergy scores: CSS=27.1, Synergy_ZIP=-3.94, Synergy_Bliss=0.858, Synergy_Loewe=-29.3, Synergy_HSA=-0.00510. Drug 2: CC1C(C(CC(O1)OC2CC(CC3=C2C(=C4C(=C3O)C(=O)C5=C(C4=O)C(=CC=C5)OC)O)(C(=O)CO)O)N)O.Cl. (6) Drug 1: C1=CC=C(C(=C1)C(C2=CC=C(C=C2)Cl)C(Cl)Cl)Cl. Drug 2: CC1=C(C=C(C=C1)C(=O)NC2=CC(=CC(=C2)C(F)(F)F)N3C=C(N=C3)C)NC4=NC=CC(=N4)C5=CN=CC=C5. Synergy scores: CSS=1.57, Synergy_ZIP=1.53, Synergy_Bliss=2.48, Synergy_Loewe=-0.718, Synergy_HSA=-0.441. Cell line: SF-268. (7) Drug 1: CCC1=C2CN3C(=CC4=C(C3=O)COC(=O)C4(CC)O)C2=NC5=C1C=C(C=C5)O. Drug 2: CC1C(C(CC(O1)OC2CC(OC(C2O)C)OC3=CC4=CC5=C(C(=O)C(C(C5)C(C(=O)C(C(C)O)O)OC)OC6CC(C(C(O6)C)O)OC7CC(C(C(O7)C)O)OC8CC(C(C(O8)C)O)(C)O)C(=C4C(=C3C)O)O)O)O. Cell line: M14. Synergy scores: CSS=78.4, Synergy_ZIP=-2.69, Synergy_Bliss=3.80, Synergy_Loewe=-15.9, Synergy_HSA=0.394. (8) Drug 1: CC12CCC(CC1=CCC3C2CCC4(C3CC=C4C5=CN=CC=C5)C)O. Drug 2: CCC1=C2CN3C(=CC4=C(C3=O)COC(=O)C4(CC)O)C2=NC5=C1C=C(C=C5)O. Cell line: OVCAR-8. Synergy scores: CSS=35.6, Synergy_ZIP=2.54, Synergy_Bliss=3.61, Synergy_Loewe=-13.4, Synergy_HSA=4.05.